Dataset: Reaction yield outcomes from USPTO patents with 853,638 reactions. Task: Predict the reaction yield, written as a fraction of the theoretical maximum amount of product (1.0 means a 100% yield; for example, 0.34 means a 34% yield). The catalyst is CCO.[Pd]. The product is [CH:2]([C:4]1[N:9]=[C:8]([C:10]([O:12][CH2:13][CH3:14])=[O:11])[CH:7]=[CH:6][CH:5]=1)([CH3:3])[CH3:1]. The reactants are [CH2:1]=[C:2]([C:4]1[N:9]=[C:8]([C:10]([O:12][CH2:13][CH3:14])=[O:11])[CH:7]=[CH:6][CH:5]=1)[CH3:3]. The yield is 0.930.